Predict the reaction yield, written as a fraction of the theoretical maximum amount of product (1.0 means a 100% yield; for example, 0.34 means a 34% yield). From a dataset of Reaction yield outcomes from USPTO patents with 853,638 reactions. (1) The catalyst is O1CCOCC1. The product is [OH:4][CH2:5][C:6]1[CH:15]=[C:14]([CH3:16])[C:13]2[CH:12]=[C:11]3[O:17][C:18]([CH3:22])([CH3:23])[C@H:19]([OH:21])[C@@H:20]([NH:38][CH2:37][CH2:36][C:30]4[CH:35]=[CH:34][CH:33]=[CH:32][CH:31]=4)[C:10]3=[CH:9][C:8]=2[N:7]=1. The yield is 0.320. The reactants are C([O:4][CH2:5][C:6]1[CH:15]=[C:14]([CH3:16])[C:13]2[CH:12]=[C:11]3[O:17][C:18]([CH3:23])([CH3:22])[C@@H:19]4[O:21][C@@H:20]4[C:10]3=[CH:9][C:8]=2[N:7]=1)(=O)C.Cl([O-])(=O)(=O)=O.[Li+].[C:30]1([CH2:36][CH2:37][NH2:38])[CH:35]=[CH:34][CH:33]=[CH:32][CH:31]=1.C(=O)([O-])O.[Na+]. (2) The reactants are [CH3:1][Mg]Br.[NH2:4][C:5]1[CH:10]=[C:9]([O:11][CH3:12])[C:8]([C:13](=[O:15])[CH3:14])=[C:7]([O:16][CH3:17])[CH:6]=1.[Cl-].[NH4+]. The catalyst is O1CCCC1.O. The product is [NH2:4][C:5]1[CH:6]=[C:7]([O:16][CH3:17])[C:8]([C:13]([OH:15])([CH3:1])[CH3:14])=[C:9]([O:11][CH3:12])[CH:10]=1. The yield is 0.940. (3) The reactants are [Mg].Br[C:3]1[CH:14]=[CH:13][C:12]2=[C:15]3[C:4]=1[CH:5]=[CH:6][CH:7]=[C:8]3[C:9]([CH3:21])([CH3:20])[C:10]1[CH:19]=[CH:18][CH:17]=[CH:16][C:11]=12. The catalyst is C1COCC1.C1C=CC([P]([Pd]([P](C2C=CC=CC=2)(C2C=CC=CC=2)C2C=CC=CC=2)([P](C2C=CC=CC=2)(C2C=CC=CC=2)C2C=CC=CC=2)[P](C2C=CC=CC=2)(C2C=CC=CC=2)C2C=CC=CC=2)(C2C=CC=CC=2)C2C=CC=CC=2)=CC=1. The product is [CH3:21][C:9]1([CH3:20])[C:8]2[C:15]3[C:4]([CH:5]=[CH:6][CH:7]=2)=[C:3]([C:3]2[CH:14]=[CH:13][C:12]4=[C:15]5[C:4]=2[CH:5]=[CH:6][CH:7]=[C:8]5[C:9]([CH3:20])([CH3:21])[C:10]2[CH:19]=[CH:18][CH:17]=[CH:16][C:11]=24)[CH:14]=[CH:13][C:12]=3[C:11]2[CH:16]=[CH:17][CH:18]=[CH:19][C:10]1=2. The yield is 0.560. (4) The reactants are [F:1][C:2]([F:29])([F:28])[C:3]1[CH:8]=[C:7]([C:9]2[CH:14]=[CH:13][C:12]([N+:15]([O-])=O)=[CH:11][CH:10]=2)[N:6]=[C:5]([C:18]2[CH:23]=[CH:22][C:21]([C:24]([F:27])([F:26])[F:25])=[CH:20][CH:19]=2)[N:4]=1.FC(F)(F)C1C=C(C2C=CC([N+]([O-])=O)=CC=2)N=C(SC)N=1.[N+](C1C=CC(C(=O)CC(=O)C(F)(F)F)=CC=1)([O-])=O.FC(F)(F)C1C=CC(B(O)O)=CC=1.O1C=CC=C1P(C1OC=CC=1)C1OC=CC=1. The catalyst is C1COCC1.S1C=CC=C1C([O-])=O.[Cu+2].S1C=CC=C1C([O-])=O.C1C=CC(/C=C/C(/C=C/C2C=CC=CC=2)=O)=CC=1.C1C=CC(/C=C/C(/C=C/C2C=CC=CC=2)=O)=CC=1.C1C=CC(/C=C/C(/C=C/C2C=CC=CC=2)=O)=CC=1.C(Cl)(Cl)Cl.[Pd].[Pd]. The product is [F:29][C:2]([F:1])([F:28])[C:3]1[CH:8]=[C:7]([C:9]2[CH:14]=[CH:13][C:12]([NH2:15])=[CH:11][CH:10]=2)[N:6]=[C:5]([C:18]2[CH:23]=[CH:22][C:21]([C:24]([F:27])([F:25])[F:26])=[CH:20][CH:19]=2)[N:4]=1. The yield is 0.410. (5) The reactants are [C:1]([O:5][C:6](=[O:32])[N:7]([CH2:12][C@H:13]([N:23]([C:25]([O:27][C:28]([CH3:31])([CH3:30])[CH3:29])=[O:26])[CH3:24])[CH2:14][O:15]CC1C=CC=CC=1)[CH2:8][CH:9]([F:11])[F:10])([CH3:4])([CH3:3])[CH3:2].[H][H]. The catalyst is CO.CC(O)=O.[Pd]. The product is [C:1]([O:5][C:6](=[O:32])[N:7]([CH2:12][C@H:13]([N:23]([C:25]([O:27][C:28]([CH3:31])([CH3:30])[CH3:29])=[O:26])[CH3:24])[CH2:14][OH:15])[CH2:8][CH:9]([F:10])[F:11])([CH3:4])([CH3:3])[CH3:2]. The yield is 0.930.